Dataset: Forward reaction prediction with 1.9M reactions from USPTO patents (1976-2016). Task: Predict the product of the given reaction. (1) Given the reactants O=[C:2]1[CH2:11][CH2:10][CH2:9][C:8]2[CH:7]=[C:6]([NH:12][S:13]([C:16]3[CH:21]=[CH:20][CH:19]=[CH:18][CH:17]=3)(=[O:15])=[O:14])[CH:5]=[CH:4][C:3]1=2.C[Si]([C:26]#[N:27])(C)C, predict the reaction product. The product is: [C:26]([C:2]1[C:3]2[CH:4]=[CH:5][C:6]([NH:12][S:13]([C:16]3[CH:21]=[CH:20][CH:19]=[CH:18][CH:17]=3)(=[O:15])=[O:14])=[CH:7][C:8]=2[CH2:9][CH2:10][CH:11]=1)#[N:27]. (2) Given the reactants [C:1]1([C:59]2[CH:64]=[CH:63][CH:62]=[CH:61][CH:60]=2)[CH:6]=[CH:5][CH:4]=[CH:3][C:2]=1[C:7]1[CH:20]=[CH:19][C:18]2[C:17]([C:22]3[CH:27]=[C:26]([C:28]4[CH:33]=[CH:32][CH:31]=[CH:30][CH:29]=4)[CH:25]=[C:24]([C:34]4[CH:39]=[CH:38][CH:37]=[CH:36][CH:35]=4)[CH:23]=3)(O)[C:16]3[C:11](=[CH:12][CH:13]=[CH:14][CH:15]=3)[C:10]([C:41]3[CH:46]=[C:45]([C:47]4[CH:52]=[CH:51][CH:50]=[CH:49][CH:48]=4)[CH:44]=[C:43]([C:53]4[CH:58]=[CH:57][CH:56]=[CH:55][CH:54]=4)[CH:42]=3)(O)[C:9]=2[CH:8]=1.Cl, predict the reaction product. The product is: [C:1]1([C:59]2[CH:60]=[CH:61][CH:62]=[CH:63][CH:64]=2)[CH:6]=[CH:5][CH:4]=[CH:3][C:2]=1[C:7]1[CH:20]=[CH:19][C:18]2[C:9](=[C:10]([C:41]3[CH:46]=[C:45]([C:47]4[CH:48]=[CH:49][CH:50]=[CH:51][CH:52]=4)[CH:44]=[C:43]([C:53]4[CH:54]=[CH:55][CH:56]=[CH:57][CH:58]=4)[CH:42]=3)[C:11]3[C:16]([C:17]=2[C:22]2[CH:23]=[C:24]([C:34]4[CH:35]=[CH:36][CH:37]=[CH:38][CH:39]=4)[CH:25]=[C:26]([C:28]4[CH:33]=[CH:32][CH:31]=[CH:30][CH:29]=4)[CH:27]=2)=[CH:15][CH:14]=[CH:13][CH:12]=3)[CH:8]=1. (3) Given the reactants [Cl:1][C:2]1[CH:15]=[CH:14][C:5]([O:6][C:7]2[N:8]=[CH:9][C:10]([NH2:13])=[N:11][CH:12]=2)=[CH:4][CH:3]=1.C[Al](C)C.[CH3:20][O:21][C:22]1[CH:23]=[C:24]([C@H:28]2[O:32][C:31](=[O:33])[CH2:30][CH2:29]2)[CH:25]=[CH:26][CH:27]=1, predict the reaction product. The product is: [Cl:1][C:2]1[CH:15]=[CH:14][C:5]([O:6][C:7]2[N:8]=[CH:9][C:10]([NH:13][C:31](=[O:33])[CH2:30][CH2:29][C@H:28]([OH:32])[C:24]3[CH:25]=[CH:26][CH:27]=[C:22]([O:21][CH3:20])[CH:23]=3)=[N:11][CH:12]=2)=[CH:4][CH:3]=1. (4) Given the reactants COC[CH2:4][O:5][C:6]1[CH:11]=[CH:10][C:9]([C:12]2[CH:21]=[CH:20][C:19]3[C:18]4[C:22]5[NH:29][CH2:28][C@@H:27]([CH3:30])[NH:26][C:25](=[O:31])[C:23]=5[S:24][C:17]=4[CH:16]=[CH:15][C:14]=3[N:13]=2)=[CH:8][C:7]=1[NH:32][C:33](=[O:36])[CH:34]=[CH2:35].COC1C=CC(B2OC(C)(C)C(C)(C)O2)=CC=1NC(=O)C=C, predict the reaction product. The product is: [CH3:4][O:5][C:6]1[CH:11]=[CH:10][C:9]([C:12]2[CH:21]=[CH:20][C:19]3[C:18]4[C:22]5[NH:29][CH2:28][C@@H:27]([CH3:30])[NH:26][C:25](=[O:31])[C:23]=5[S:24][C:17]=4[CH:16]=[CH:15][C:14]=3[N:13]=2)=[CH:8][C:7]=1[NH:32][C:33](=[O:36])[CH:34]=[CH2:35]. (5) Given the reactants [S:1]1[CH:5]=[CH:4][N:3]=[C:2]1[NH:6][C:7]([C:9]1[C:17]2[C:12](=[CH:13][CH:14]=[CH:15][CH:16]=2)[NH:11][CH:10]=1)=[O:8].C([O:21][CH2:22][CH2:23][CH2:24][CH2:25]Br)(=O)C, predict the reaction product. The product is: [S:1]1[CH:5]=[CH:4][N:3]=[C:2]1[NH:6][C:7]([C:9]1[C:17]2[C:12](=[CH:13][CH:14]=[CH:15][CH:16]=2)[N:11]([CH2:25][CH2:24][CH2:23][CH2:22][OH:21])[CH:10]=1)=[O:8]. (6) The product is: [OH:49][CH2:43][CH2:44][O:45][CH2:46][CH2:47][O:34][C:33](=[O:35])[CH2:32][N:9]([CH2:8][CH2:7][CH2:6][CH2:5][N:4]([CH2:1][CH2:2][CH3:3])[CH2:36][CH2:37][CH3:38])[CH2:10][C:11]1[CH:16]=[CH:15][C:14]([CH2:17][N:18]([CH2:26][C:27]2[NH:28][CH:29]=[CH:30][N:31]=2)[CH2:19][C:20]2[N:21]([CH3:25])[CH:22]=[CH:23][N:24]=2)=[CH:13][CH:12]=1. Given the reactants [CH2:1]([N:4]([CH2:36][CH2:37][CH3:38])[CH2:5][CH2:6][CH2:7][CH2:8][N:9]([CH2:32][C:33]([OH:35])=[O:34])[CH2:10][C:11]1[CH:16]=[CH:15][C:14]([CH2:17][N:18]([CH2:26][C:27]2[NH:28][CH:29]=[CH:30][N:31]=2)[CH2:19][C:20]2[N:21]([CH3:25])[CH:22]=[CH:23][N:24]=2)=[CH:13][CH:12]=1)[CH2:2][CH3:3].C(Cl)(Cl)Cl.[CH2:43]([OH:49])[CH2:44][O:45][CH2:46][CH2:47]O, predict the reaction product. (7) Given the reactants [NH2:1][C:2]1[CH:7]=[CH:6][C:5]([OH:8])=[CH:4][CH:3]=1.[CH:9]([NH:11][NH:12][CH:13]=O)=O.CC1C=CC(S(O)(=O)=O)=CC=1, predict the reaction product. The product is: [N:11]1[N:12]=[CH:13][N:1]([C:2]2[CH:7]=[CH:6][C:5]([OH:8])=[CH:4][CH:3]=2)[CH:9]=1. (8) Given the reactants C(OC(=O)[NH:7][C@H:8]([CH2:31][C:32]1[CH:37]=[CH:36][CH:35]=[CH:34][C:33]=1[F:38])[CH2:9][C:10]([NH:12][C:13]1[C:14](=[O:30])[NH:15][C:16]2[C:21]([C:22]=1[C:23]1[CH:28]=[CH:27][C:26]([F:29])=[CH:25][CH:24]=1)=[CH:20][CH:19]=[CH:18][CH:17]=2)=[O:11])(C)(C)C.[ClH:40], predict the reaction product. The product is: [ClH:40].[NH2:7][C@H:8]([CH2:31][C:32]1[CH:37]=[CH:36][CH:35]=[CH:34][C:33]=1[F:38])[CH2:9][C:10]([NH:12][C:13]1[C:14](=[O:30])[NH:15][C:16]2[C:21]([C:22]=1[C:23]1[CH:28]=[CH:27][C:26]([F:29])=[CH:25][CH:24]=1)=[CH:20][CH:19]=[CH:18][CH:17]=2)=[O:11].